This data is from Peptide-MHC class I binding affinity with 185,985 pairs from IEDB/IMGT. The task is: Regression. Given a peptide amino acid sequence and an MHC pseudo amino acid sequence, predict their binding affinity value. This is MHC class I binding data. (1) The binding affinity (normalized) is 0.728. The MHC is HLA-B07:02 with pseudo-sequence HLA-B07:02. The peptide sequence is LPAARRAAH. (2) The peptide sequence is EQKGIQAWW. The MHC is HLA-A11:01 with pseudo-sequence HLA-A11:01. The binding affinity (normalized) is 0.0847. (3) The peptide sequence is RERIRYFHY. The MHC is HLA-B15:01 with pseudo-sequence HLA-B15:01. The binding affinity (normalized) is 0.494. (4) The peptide sequence is FRAPNTREL. The MHC is HLA-B07:02 with pseudo-sequence HLA-B07:02. The binding affinity (normalized) is 0.299. (5) The peptide sequence is SDLDMLTQS. The MHC is HLA-B45:01 with pseudo-sequence HLA-B45:01. The binding affinity (normalized) is 0. (6) The peptide sequence is MHYGYNRAN. The MHC is HLA-A03:01 with pseudo-sequence HLA-A03:01. The binding affinity (normalized) is 0.0847.